From a dataset of Catalyst prediction with 721,799 reactions and 888 catalyst types from USPTO. Predict which catalyst facilitates the given reaction. (1) Reactant: [CH2:1]([O:8][C:9]1[C:14]([C:15]2[CH:16]=[C:17]([C:25]([CH3:28])([CH3:27])[CH3:26])[C:18]([O:23][CH3:24])=[C:19]([CH:22]=2)[CH:20]=O)=[CH:13][CH:12]=[CH:11][N:10]=1)[C:2]1[CH:7]=[CH:6][CH:5]=[CH:4][CH:3]=1.C[O-].[Na+].[N+](=[C:34](P(=O)(OC)OC)C(=O)C)=[N-]. Product: [CH2:1]([O:8][C:9]1[C:14]([C:15]2[CH:22]=[C:19]([C:20]#[CH:34])[C:18]([O:23][CH3:24])=[C:17]([C:25]([CH3:28])([CH3:26])[CH3:27])[CH:16]=2)=[CH:13][CH:12]=[CH:11][N:10]=1)[C:2]1[CH:3]=[CH:4][CH:5]=[CH:6][CH:7]=1. The catalyst class is: 5. (2) Reactant: [F:1][C:2]1[CH:7]=[CH:6][C:5]([N:8]2[C:11](=[O:12])[C@H:10]([S:13][CH2:14][C:15]([C:17]3[CH:22]=[CH:21][C:20]([F:23])=[CH:19][CH:18]=3)=[O:16])[C@H:9]2[C:24]2[CH:38]=[CH:37][C:27]([O:28][CH2:29][C:30]([NH:32][CH2:33][C:34](O)=[O:35])=[O:31])=[CH:26][CH:25]=2)=[CH:4][CH:3]=1.CN1CCOCC1.CN(C(ON1N=NC2C=CC=CC1=2)=[N+](C)C)C.[B-](F)(F)(F)F.[CH3:68][O:69][C:70]1[CH:83]=[CH:82][C:73]([CH2:74][S:75][CH2:76][C@H:77]([C:79]([OH:81])=[O:80])[NH2:78])=[CH:72][CH:71]=1. Product: [F:1][C:2]1[CH:3]=[CH:4][C:5]([N:8]2[C:11](=[O:12])[C@H:10]([S:13][CH2:14][CH:15]([C:17]3[CH:18]=[CH:19][C:20]([F:23])=[CH:21][CH:22]=3)[OH:16])[C@H:9]2[C:24]2[CH:25]=[CH:26][C:27]([O:28][CH2:29][C:30]([NH:32][CH2:33][C:34]([NH:78][C@@H:77]([C:79]([OH:81])=[O:80])[CH2:76][S:75][CH2:74][C:73]3[CH:72]=[CH:71][C:70]([O:69][CH3:68])=[CH:83][CH:82]=3)=[O:35])=[O:31])=[CH:37][CH:38]=2)=[CH:6][CH:7]=1. The catalyst class is: 3.